This data is from Full USPTO retrosynthesis dataset with 1.9M reactions from patents (1976-2016). The task is: Predict the reactants needed to synthesize the given product. (1) Given the product [C:1]([C:3](=[CH:40][C:41]([CH3:44])([N:45]1[CH2:50][CH2:49][O:48][CH2:47][CH2:46]1)[CH3:42])[C:4]([N:6]1[CH2:10][CH2:9][CH2:8][C@@H:7]1[CH2:11][N:12]1[C:16]2[CH:17]=[CH:18][CH:19]=[CH:20][C:15]=2[N:14]=[C:13]1[NH:21][C:22]([C:24]1[S:25][C:26]([C:29]2[CH:30]=[N:31][NH:32][CH:33]=2)=[CH:27][CH:28]=1)=[O:23])=[O:5])#[N:2], predict the reactants needed to synthesize it. The reactants are: [C:1]([CH2:3][C:4]([N:6]1[CH2:10][CH2:9][CH2:8][C@@H:7]1[CH2:11][N:12]1[C:16]2[CH:17]=[CH:18][CH:19]=[CH:20][C:15]=2[N:14]=[C:13]1[NH:21][C:22]([C:24]1[S:25][C:26]([C:29]2[CH:30]=[N:31][NH:32][CH:33]=2)=[CH:27][CH:28]=1)=[O:23])=[O:5])#[N:2].N1CCCCC1.[CH3:40][C:41]([N:45]1[CH2:50][CH2:49][O:48][CH2:47][CH2:46]1)([CH3:44])[CH:42]=O. (2) Given the product [CH3:17][O:9][C:8](=[O:10])[CH:7]=[CH:6][C:2]1[S:1][CH:5]=[CH:4][CH:3]=1, predict the reactants needed to synthesize it. The reactants are: [S:1]1[CH:5]=[CH:4][CH:3]=[C:2]1[CH:6]=[CH:7][C:8]([OH:10])=[O:9].S(Cl)(Cl)=O.[K+].[Br-].[CH3:17]O. (3) Given the product [CH3:10][O:9][CH:8]([O:11][CH3:12])[C:4]([CH3:5])=[CH:3][CH2:2][Cl:1], predict the reactants needed to synthesize it. The reactants are: [Cl:1][CH2:2][CH:3]=[C:4](C)[CH:5]=O.[CH:8](OC)([O:11][CH3:12])[O:9][CH3:10].CC1C=CC(S(O)(=O)=O)=CC=1. (4) Given the product [O:60]1[CH2:61][CH2:62][CH:57]([NH:56][C:21]([C:18]2[CH:17]=[N:16][C:15]([O:14][CH2:13][C:12]3[N:8]([C:5]4[CH:4]=[CH:3][C:2]([F:1])=[CH:7][CH:6]=4)[N:9]=[N:10][C:11]=3[CH3:24])=[CH:20][N:19]=2)=[O:23])[CH2:58][CH2:59]1, predict the reactants needed to synthesize it. The reactants are: [F:1][C:2]1[CH:7]=[CH:6][C:5]([N:8]2[C:12]([CH2:13][O:14][C:15]3[N:16]=[CH:17][C:18]([C:21]([OH:23])=O)=[N:19][CH:20]=3)=[C:11]([CH3:24])[N:10]=[N:9]2)=[CH:4][CH:3]=1.CN(C(ON1N=NC2C=CC=CC1=2)=[N+](C)C)C.[B-](F)(F)(F)F.CCN(C(C)C)C(C)C.[NH2:56][CH:57]1[CH2:62][CH2:61][O:60][CH2:59][CH2:58]1. (5) Given the product [CH3:17][O:18][C:19]1[CH:24]=[CH:23][CH:22]=[C:21]2[C:20]=1[C:3]([S:4][C:5]1[CH:6]=[C:7]([CH2:11][C:12]([OH:14])=[O:13])[CH:8]=[CH:9][CH:10]=1)=[C:2]([CH3:15])[NH:25]2, predict the reactants needed to synthesize it. The reactants are: O=[C:2]([CH3:15])[CH2:3][S:4][C:5]1[CH:6]=[C:7]([CH2:11][C:12]([OH:14])=[O:13])[CH:8]=[CH:9][CH:10]=1.Cl.[CH3:17][O:18][C:19]1[CH:20]=[C:21]([NH:25]N)[CH:22]=[CH:23][CH:24]=1. (6) Given the product [Br:24][CH2:20][C:35]1[N:34]=[N:33][N:32]([CH2:31][C:25]2[CH:26]=[CH:27][CH:28]=[CH:29][CH:30]=2)[CH:36]=1, predict the reactants needed to synthesize it. The reactants are: C1(P(C2C=CC=CC=2)C2C=CC=CC=2)C=CC=CC=1.[C:20]([Br:24])(Br)(Br)Br.[C:25]1([CH2:31][N:32]2[CH:36]=[C:35](CO)[N:34]=[N:33]2)[CH:30]=[CH:29][CH:28]=[CH:27][CH:26]=1.